From a dataset of Full USPTO retrosynthesis dataset with 1.9M reactions from patents (1976-2016). Predict the reactants needed to synthesize the given product. (1) Given the product [Cl:1][C:2]1[N:3]=[C:4]2[CH:12]=[CH:11][CH:10]=[N:9][C:5]2=[N:6][C:7]=1[N:17]1[CH2:18][CH2:19][N:14]([CH3:13])[CH2:15][CH2:16]1, predict the reactants needed to synthesize it. The reactants are: [Cl:1][C:2]1[N:3]=[C:4]2[CH:12]=[CH:11][CH:10]=[N:9][C:5]2=[N:6][C:7]=1Cl.[CH3:13][N:14]1[CH2:19][CH2:18][NH:17][CH2:16][CH2:15]1.[NH4+].[Cl-]. (2) The reactants are: [F:1][C:2]1[CH:3]=[CH:4][CH:5]=[C:6]2[C:10]=1[NH:9][N:8]=[C:7]2[C:11]([OH:13])=[O:12].S(=O)(=O)(O)O.[CH3:19]O. Given the product [F:1][C:2]1[CH:3]=[CH:4][CH:5]=[C:6]2[C:10]=1[NH:9][N:8]=[C:7]2[C:11]([O:13][CH3:19])=[O:12], predict the reactants needed to synthesize it. (3) Given the product [CH:30]1([C:9]2[NH:8][C:16]3[C:15]4=[N:17][CH:18]([CH2:20][C:39]5[CH:38]=[CH:37][NH:36][N:35]=5)[CH2:19][N:14]4[C:13](=[O:26])[N:12]([CH2:27][CH2:28][CH3:29])[C:11]=3[N:10]=2)[CH2:34][CH2:33][CH2:32][CH2:31]1, predict the reactants needed to synthesize it. The reactants are: C([N:8]1[C:16]2[C:15]3=[N:17][CH:18]([CH2:20]OS(C)(=O)=O)[CH2:19][N:14]3[C:13](=[O:26])[N:12]([CH2:27][CH2:28][CH3:29])[C:11]=2[N:10]=[C:9]1[CH:30]1[CH2:34][CH2:33][CH2:32][CH2:31]1)C1C=CC=CC=1.[NH:35]1[CH:39]=[CH:38][CH:37]=[N:36]1.C(=O)([O-])[O-].[Cs+].[Cs+].C([O-])=O.[NH4+]. (4) Given the product [NH2:13][C:9]1[C:8]([N+:14]([O-:16])=[O:15])=[C:7]([O:6][C:5]2[CH:17]=[CH:18][C:2]([NH:1][C:29]([NH:28][C:25]3[CH:26]=[CH:27][C:22]([Cl:21])=[C:23]([C:31]([F:33])([F:32])[F:34])[CH:24]=3)=[O:30])=[C:3]([CH3:20])[C:4]=2[CH3:19])[CH:12]=[CH:11][N:10]=1, predict the reactants needed to synthesize it. The reactants are: [NH2:1][C:2]1[CH:18]=[CH:17][C:5]([O:6][C:7]2[CH:12]=[CH:11][N:10]=[C:9]([NH2:13])[C:8]=2[N+:14]([O-:16])=[O:15])=[C:4]([CH3:19])[C:3]=1[CH3:20].[Cl:21][C:22]1[CH:27]=[CH:26][C:25]([N:28]=[C:29]=[O:30])=[CH:24][C:23]=1[C:31]([F:34])([F:33])[F:32]. (5) Given the product [F:37][C:34]([F:35])([F:36])[O:33][C:30]1[CH:31]=[CH:32][C:27]([N:9]2[C:10]3[C:15](=[CH:14][C:13]([C:16]4[CH:17]=[CH:18][C:19]([O:22][C:23]([F:24])([F:25])[F:26])=[CH:20][CH:21]=4)=[CH:12][CH:11]=3)[C:7]([C:5](=[O:6])[C:4]([OH:38])=[O:3])=[CH:8]2)=[CH:28][CH:29]=1, predict the reactants needed to synthesize it. The reactants are: C([O:3][C:4](=[O:38])[C:5]([C:7]1[C:15]2[C:10](=[CH:11][CH:12]=[C:13]([C:16]3[CH:21]=[CH:20][C:19]([O:22][C:23]([F:26])([F:25])[F:24])=[CH:18][CH:17]=3)[CH:14]=2)[N:9]([C:27]2[CH:32]=[CH:31][C:30]([O:33][C:34]([F:37])([F:36])[F:35])=[CH:29][CH:28]=2)[CH:8]=1)=[O:6])C.[Li+].[OH-].Cl. (6) Given the product [I:1][C:2]1[CH:3]=[C:4]([CH2:8][CH2:9][OH:10])[CH:5]=[CH:6][CH:7]=1, predict the reactants needed to synthesize it. The reactants are: [I:1][C:2]1[CH:3]=[C:4]([CH2:8][C:9](O)=[O:10])[CH:5]=[CH:6][CH:7]=1.[Li]. (7) The reactants are: [F:1][C:2]1[CH:7]=[C:6]([I:8])[CH:5]=[CH:4][C:3]=1[NH:9][C:10]1[CH:18]=[N:17][CH:16]=[CH:15][C:11]=1[C:12]([OH:14])=O.[CH2:19]([NH2:21])[CH3:20]. Given the product [CH2:19]([NH:21][C:12](=[O:14])[C:11]1[CH:15]=[CH:16][N:17]=[CH:18][C:10]=1[NH:9][C:3]1[CH:4]=[CH:5][C:6]([I:8])=[CH:7][C:2]=1[F:1])[CH3:20], predict the reactants needed to synthesize it. (8) Given the product [Cl:3][CH2:4][C:5]1[N:6]=[C:7]([C:10]2([CH3:11])[O:15][CH2:14][CH2:13][O:12]2)[S:8][CH:9]=1, predict the reactants needed to synthesize it. The reactants are: N#N.[Cl:3][CH2:4][C:5]1[N:6]=[C:7]([C:10](=[O:12])[CH3:11])[S:8][CH:9]=1.[CH2:13](O)[CH2:14][OH:15].COC(OC)OC. (9) Given the product [NH2:1][C:4]1[CH:9]=[C:8]([O:10][C:11]([F:12])([F:13])[F:14])[CH:7]=[CH:6][C:5]=1[OH:15], predict the reactants needed to synthesize it. The reactants are: [N+:1]([C:4]1[CH:9]=[C:8]([O:10][C:11]([F:14])([F:13])[F:12])[CH:7]=[CH:6][C:5]=1[OH:15])([O-])=O.S([O-])([O-])(=O)=S.[Na+].[Na+].